This data is from Reaction yield outcomes from USPTO patents with 853,638 reactions. The task is: Predict the reaction yield, written as a fraction of the theoretical maximum amount of product (1.0 means a 100% yield; for example, 0.34 means a 34% yield). (1) The reactants are [N:1]12[CH2:8][CH2:7][CH:4]([CH2:5][CH2:6]1)[CH:3]([NH:9][C:10]([C:12]1[CH:13]=[CH:14][CH:15]=[C:16]3[O:20][C:19]([C:21]4[CH:26]=[CH:25][C:24](I)=[CH:23][CH:22]=4)=[N:18][C:17]=13)=[O:11])[CH2:2]2.[NH2:28][C:29]1[CH:34]=[CH:33][CH:32]=[CH:31][CH:30]=1.C1C=CC(P(C2C(C3C(P(C4C=CC=CC=4)C4C=CC=CC=4)=CC=C4C=3C=CC=C4)=C3C(C=CC=C3)=CC=2)C2C=CC=CC=2)=CC=1.C(=O)([O-])[O-].[Cs+].[Cs+]. The catalyst is C([O-])(=O)C.[Pd+2].C([O-])(=O)C.C1(C)C=CC=CC=1. The product is [N:1]12[CH2:8][CH2:7][CH:4]([CH2:5][CH2:6]1)[CH:3]([NH:9][C:10]([C:12]1[CH:13]=[CH:14][CH:15]=[C:16]3[O:20][C:19]([C:21]4[CH:26]=[CH:25][C:24]([NH:28][C:29]5[CH:34]=[CH:33][CH:32]=[CH:31][CH:30]=5)=[CH:23][CH:22]=4)=[N:18][C:17]=13)=[O:11])[CH2:2]2. The yield is 0.840. (2) The reactants are [Cl:1][C:2]1[CH:7]=[CH:6][C:5]([CH2:8][C:9]([OH:11])=O)=[CH:4][CH:3]=1.[CH3:12][C:13]1(C)[O:18]C(=O)[CH2:16][C:15](=O)[O:14]1. No catalyst specified. The product is [Cl:1][C:2]1[CH:3]=[CH:4][C:5]([CH2:8][C:9](=[O:11])[CH2:12][C:13]([O:14][CH2:15][CH3:16])=[O:18])=[CH:6][CH:7]=1. The yield is 0.430. (3) The reactants are [CH2:1]([OH:8])[C:2]1[CH:7]=[CH:6][CH:5]=[CH:4][CH:3]=1.Cl[S:10]([N:13]=[C:14]=[O:15])(=[O:12])=[O:11].[C:16]1([CH2:22][CH2:23][NH2:24])[CH:21]=[CH:20][CH:19]=[CH:18][CH:17]=1.Cl. The catalyst is ClCCl.C(OCC)(=O)C.N1C=CC=CC=1. The product is [C:16]1([CH2:22][CH2:23][NH:24][S:10]([NH:13][C:14](=[O:15])[O:8][CH2:1][C:2]2[CH:7]=[CH:6][CH:5]=[CH:4][CH:3]=2)(=[O:12])=[O:11])[CH:21]=[CH:20][CH:19]=[CH:18][CH:17]=1. The yield is 0.880. (4) The reactants are [C:1]([C:3]1[CH:4]=[C:5]([CH:8]=[CH:9][CH:10]=1)[CH:6]=[O:7])#[N:2].[N-:11]=[N+:12]=[N-:13].[Na+].[Cl-].[Li+].Cl. The catalyst is COCCO. The product is [NH:2]1[C:1]([C:3]2[CH:4]=[C:5]([CH:8]=[CH:9][CH:10]=2)[CH:6]=[O:7])=[N:13][N:12]=[N:11]1. The yield is 0.460. (5) The reactants are [CH2:1]([O:8][C:9]1[CH:10]=[C:11]2[C:16](=[CH:17][C:18]=1[O:19][CH3:20])[N:15]=[CH:14][N:13]=[C:12]2Cl)[C:2]1[CH:7]=[CH:6][CH:5]=[CH:4][CH:3]=1.[NH2:22][C:23]1[CH:24]=[C:25]([OH:29])[CH:26]=[CH:27][CH:28]=1.C([O-])([O-])=O.[Cs+].[Cs+]. The catalyst is C1COCC1. The product is [CH2:1]([O:8][C:9]1[CH:10]=[C:11]2[C:16](=[CH:17][C:18]=1[O:19][CH3:20])[N:15]=[CH:14][N:13]=[C:12]2[O:29][C:25]1[CH:24]=[C:23]([CH:28]=[CH:27][CH:26]=1)[NH2:22])[C:2]1[CH:7]=[CH:6][CH:5]=[CH:4][CH:3]=1. The yield is 0.900. (6) The reactants are [CH3:1][O:2][C:3]1[CH:4]=[C:5]([CH:9]=[CH:10][CH:11]=1)C[Mg]Br.[Cl:12][C:13]1[CH:28]=[CH:27][C:16]([CH2:17][N:18]2[C:23](=[O:24])[CH:22]=[CH:21][C:20]([CH:25]=[O:26])=[CH:19]2)=[CH:15][CH:14]=1. The catalyst is C1COCC1. The product is [Cl:12][C:13]1[CH:14]=[CH:15][C:16]([CH2:17][N:18]2[CH:19]=[C:20]([CH:25]([OH:26])[C:10]3[CH:9]=[CH:5][CH:4]=[C:3]([O:2][CH3:1])[CH:11]=3)[CH:21]=[CH:22][C:23]2=[O:24])=[CH:27][CH:28]=1. The yield is 0.640. (7) The reactants are Cl[C:2]1[C:14]2[CH:13]=[C:12]3[N:7]([CH2:8][CH2:9][O:10][C:11]3([CH3:16])[CH3:15])[C:6]=2[N:5]=[C:4]([Cl:17])[N:3]=1.[NH:18]1[CH2:23][CH2:22][O:21][CH2:20][CH2:19]1.C(N(CC)CC)C. No catalyst specified. The product is [Cl:17][C:4]1[N:3]=[C:2]([N:18]2[CH2:23][CH2:22][O:21][CH2:20][CH2:19]2)[C:14]2[CH:13]=[C:12]3[N:7]([C:6]=2[N:5]=1)[CH2:8][CH2:9][O:10][C:11]3([CH3:16])[CH3:15]. The yield is 0.400. (8) The reactants are [Br:1][C:2]1[CH:3]=[C:4]([NH:9][S:10]([CH:13]2[CH2:15][CH2:14]2)(=[O:12])=[O:11])[C:5]([CH3:8])=[N:6][CH:7]=1.[C:16](=O)([O-])[O-].[K+].[K+].CI. The catalyst is C1COCC1. The product is [Br:1][C:2]1[CH:3]=[C:4]([N:9]([CH3:16])[S:10]([CH:13]2[CH2:14][CH2:15]2)(=[O:12])=[O:11])[C:5]([CH3:8])=[N:6][CH:7]=1. The yield is 0.150. (9) The reactants are C(OC(O[C:12]([CH3:15])([CH3:14])[CH3:13])=O)(O[C:12]([CH3:15])([CH3:14])[CH3:13])=O.[C:16](=[O:19])([O-])[OH:17].[Na+].[CH2:21]1[NH:25][CH2:24][CH:23]2[C:26]3[CH:27]=[CH:28][CH:29]=[CH:30][C:31]=3[CH2:32][CH:22]12. The catalyst is O.C1COCC1.O. The product is [C:12]([NH:25][C:16](=[O:19])[O-:17])([CH3:13])([CH3:14])[CH3:15].[CH2:21]1[NH:25][CH2:24][CH:23]2[C:26]3[CH:27]=[CH:28][CH:29]=[CH:30][C:31]=3[CH2:32][CH:22]12. The yield is 0.0500. (10) The reactants are [Cl:1][C:2]1[N:3]([S:18]([C:21]2[CH:26]=[CH:25][CH:24]=[CH:23][CH:22]=2)(=[O:20])=[O:19])[C:4]([C:12]2[CH:17]=[CH:16][CH:15]=[CH:14][CH:13]=2)=[CH:5][C:6]=1[C:7](OCC)=[O:8].[H-].C([Al+]CC(C)C)C(C)C.Cl. The catalyst is O1CCCC1.C1(C)C=CC=CC=1. The product is [Cl:1][C:2]1[N:3]([S:18]([C:21]2[CH:26]=[CH:25][CH:24]=[CH:23][CH:22]=2)(=[O:20])=[O:19])[C:4]([C:12]2[CH:13]=[CH:14][CH:15]=[CH:16][CH:17]=2)=[CH:5][C:6]=1[CH2:7][OH:8]. The yield is 0.780.